From a dataset of Full USPTO retrosynthesis dataset with 1.9M reactions from patents (1976-2016). Predict the reactants needed to synthesize the given product. (1) Given the product [Br:25][CH2:4][C:3](=[O:5])[C:2]([CH3:1])([O:7][Si:8]([CH2:13][CH3:14])([CH2:11][CH3:12])[CH2:9][CH3:10])[CH3:6], predict the reactants needed to synthesize it. The reactants are: [CH3:1][C:2]([O:7][Si:8]([CH2:13][CH3:14])([CH2:11][CH3:12])[CH2:9][CH3:10])([CH3:6])[C:3](=[O:5])[CH3:4].C(N(CC)CC)C.C(Cl)Cl.[Br:25]N1C(=O)CCC1=O. (2) Given the product [C:32]1([NH:38][C:13]([C:14]2[C:9]([NH:10][C:11]([C:16]3[N:17]([C:23]4[C:28]([Cl:29])=[CH:27][CH:26]=[CH:25][N:24]=4)[N:18]=[C:19]([O:21][CH3:22])[CH:20]=3)=[O:12])=[C:8]([Cl:30])[CH:7]=[C:6]3[C:5]=2[NH:4][N:3]=[C:2]3[Br:1])=[O:15])([CH:35]2[CH2:37][CH2:36]2)[CH2:34][CH2:33]1, predict the reactants needed to synthesize it. The reactants are: [Br:1][C:2]1[C:6]2=[CH:7][C:8]([Cl:30])=[C:9]3[C:14]([C:13](=[O:15])[O:12][C:11]([C:16]4[N:17]([C:23]5[C:28]([Cl:29])=[CH:27][CH:26]=[CH:25][N:24]=5)[N:18]=[C:19]([O:21][CH3:22])[CH:20]=4)=[N:10]3)=[C:5]2[NH:4][N:3]=1.Cl.[C:32]1([NH2:38])([CH:35]2[CH2:37][CH2:36]2)[CH2:34][CH2:33]1.C(N(CC)CC)C. (3) Given the product [CH2:22]([O:29][C@H:30]1[O:41][C@H:40]2[C@@H:35]([O:36][CH:37]([C:42]3[CH:47]=[CH:46][CH:45]=[CH:44][CH:43]=3)[O:38][CH2:39]2)[C@:32]([CH2:34][I:1])([OH:33])[C@@H:31]1[O:48][CH2:49][C:50]1[CH:55]=[CH:54][CH:53]=[CH:52][CH:51]=1)[C:23]1[CH:28]=[CH:27][CH:26]=[CH:25][CH:24]=1, predict the reactants needed to synthesize it. The reactants are: [I:1]I.C1C=CC(P(C2C=CC=CC=2)C2C=CC=CC=2)=CC=1.[CH2:22]([O:29][C@H:30]1[O:41][C@H:40]2[C@@H:35]([O:36][CH:37]([C:42]3[CH:47]=[CH:46][CH:45]=[CH:44][CH:43]=3)[O:38][CH2:39]2)[C@@:32]2([CH2:34][O:33]2)[C@@H:31]1[O:48][CH2:49][C:50]1[CH:55]=[CH:54][CH:53]=[CH:52][CH:51]=1)[C:23]1[CH:28]=[CH:27][CH:26]=[CH:25][CH:24]=1.